The task is: Predict the reaction yield, written as a fraction of the theoretical maximum amount of product (1.0 means a 100% yield; for example, 0.34 means a 34% yield).. This data is from Reaction yield outcomes from USPTO patents with 853,638 reactions. (1) The reactants are [CH3:1][O:2][C:3]1[CH:4]=[C:5]2[C:10](=[CH:11][C:12]=1[O:13][CH3:14])[NH:9][CH:8]=[CH:7][C:6]2=[S:15].Br[C:17]1[S:18][C:19]([N+:22]([O-:24])=[O:23])=[CH:20][CH:21]=1.C(=O)([O-])[O-].[K+].[K+]. The catalyst is CN(C)C=O.CCCCCC.C(OCC)(=O)C.O. The product is [CH3:1][O:2][C:3]1[CH:4]=[C:5]2[C:10](=[CH:11][C:12]=1[O:13][CH3:14])[N:9]=[CH:8][CH:7]=[C:6]2[S:15][C:17]1[S:18][C:19]([N+:22]([O-:24])=[O:23])=[CH:20][CH:21]=1. The yield is 0.550. (2) The reactants are F[C:2]1[CH:3]=[CH:4][C:5]([N+:13]([O-:15])=[O:14])=[C:6]([NH:8][S:9]([CH3:12])(=[O:11])=[O:10])[CH:7]=1.[CH3:16][N:17]1[CH2:22][CH2:21][NH:20][CH2:19][CH2:18]1.CCO. The catalyst is CN(C=O)C.[Cl-].[Na+].O. The product is [CH3:16][N:17]1[CH2:22][CH2:21][N:20]([C:2]2[CH:3]=[CH:4][C:5]([N+:13]([O-:15])=[O:14])=[C:6]([NH:8][S:9]([CH3:12])(=[O:11])=[O:10])[CH:7]=2)[CH2:19][CH2:18]1. The yield is 0.840.